This data is from TCR-epitope binding with 47,182 pairs between 192 epitopes and 23,139 TCRs. The task is: Binary Classification. Given a T-cell receptor sequence (or CDR3 region) and an epitope sequence, predict whether binding occurs between them. (1) The epitope is TLVPQEHYV. The TCR CDR3 sequence is CASSSTQGAYNEQFF. Result: 0 (the TCR does not bind to the epitope). (2) The epitope is NLVPMVATV. The TCR CDR3 sequence is CASSLSGTMNTEAFF. Result: 1 (the TCR binds to the epitope). (3) The epitope is YLDAYNMMI. The TCR CDR3 sequence is CASSWTGFEQFF. Result: 1 (the TCR binds to the epitope). (4) The epitope is RPPIFIRRL. The TCR CDR3 sequence is CASSREGAGEQYF. Result: 0 (the TCR does not bind to the epitope).